The task is: Predict the reactants needed to synthesize the given product.. This data is from Full USPTO retrosynthesis dataset with 1.9M reactions from patents (1976-2016). (1) Given the product [Br:1][C:2]1[CH:9]=[CH:8][C:7]([O:10][C:12]2[CH:19]=[CH:18][C:17]([F:20])=[CH:16][C:13]=2[C:14]#[N:15])=[CH:6][C:3]=1[CH:4]=[O:5], predict the reactants needed to synthesize it. The reactants are: [Br:1][C:2]1[CH:9]=[CH:8][C:7]([OH:10])=[CH:6][C:3]=1[CH:4]=[O:5].F[C:12]1[CH:19]=[CH:18][C:17]([F:20])=[CH:16][C:13]=1[C:14]#[N:15].C(=O)([O-])[O-].[K+].[K+]. (2) Given the product [I:13][C:14]1[CH:25]=[CH:24][C:17]2[N:18]([CH2:45][CH2:46][CH:47]([CH3:49])[CH3:48])[C:19](=[O:23])[O:20][C:21](=[O:22])[C:16]=2[CH:15]=1, predict the reactants needed to synthesize it. The reactants are: N(C(OCC)=O)=NC(OCC)=O.[I:13][C:14]1[CH:25]=[CH:24][C:17]2[NH:18][C:19](=[O:23])[O:20][C:21](=[O:22])[C:16]=2[CH:15]=1.C1(P(C2C=CC=CC=2)C2C=CC=CC=2)C=CC=CC=1.[CH2:45](O)[CH2:46][CH:47]([CH3:49])[CH3:48]. (3) Given the product [OH:23][C:18]1[C:15]2[C:16](=[O:17])/[C:12](=[CH:11]/[C:10]3[C:3]4[C:4](=[N:5][CH:6]=[CH:7][C:2]=4[C:30]4[CH:31]=[CH:32][C:27]([O:26][CH3:25])=[CH:28][CH:29]=4)[N:8]([CH3:24])[CH:9]=3)/[O:13][C:14]=2[CH:21]=[C:20]([OH:22])[CH:19]=1, predict the reactants needed to synthesize it. The reactants are: Br[C:2]1[CH:7]=[CH:6][N:5]=[C:4]2[N:8]([CH3:24])[CH:9]=[C:10]([CH:11]=[C:12]3[C:16](=[O:17])[C:15]4[C:18]([OH:23])=[CH:19][C:20]([OH:22])=[CH:21][C:14]=4[O:13]3)[C:3]=12.[CH3:25][O:26][C:27]1[CH:32]=[CH:31][C:30](B2OC(C)(C)C(C)(C)O2)=[CH:29][CH:28]=1.COCCOC. (4) Given the product [CH2:1]([CH:4]([C:8]1[CH:28]=[CH:27][C:11]([O:12][CH2:13][C:14]2[CH:19]=[CH:18][C:17]([C:20]3[CH:21]=[C:22]([CH2:25][Cl:31])[S:23][CH:24]=3)=[CH:16][CH:15]=2)=[CH:10][CH:9]=1)[CH2:5][CH2:6][CH3:7])[CH2:2][CH3:3], predict the reactants needed to synthesize it. The reactants are: [CH2:1]([CH:4]([C:8]1[CH:28]=[CH:27][C:11]([O:12][CH2:13][C:14]2[CH:19]=[CH:18][C:17]([C:20]3[CH:21]=[C:22]([CH2:25]O)[S:23][CH:24]=3)=[CH:16][CH:15]=2)=[CH:10][CH:9]=1)[CH2:5][CH2:6][CH3:7])[CH2:2][CH3:3].S(Cl)([Cl:31])=O. (5) Given the product [CH3:18][C:19]1[O:8][C:7]([C:6]2[CH:11]=[C:12]([C:14]([F:15])([F:16])[F:17])[CH:13]=[C:4]([N+:1]([O-:3])=[O:2])[CH:5]=2)=[N:9][N:10]=1, predict the reactants needed to synthesize it. The reactants are: [N+:1]([C:4]1[CH:5]=[C:6]([CH:11]=[C:12]([C:14]([F:17])([F:16])[F:15])[CH:13]=1)[C:7]([NH:9][NH2:10])=[O:8])([O-:3])=[O:2].[CH2:18](OC(OCC)(OCC)C)[CH3:19].